Dataset: TCR-epitope binding with 47,182 pairs between 192 epitopes and 23,139 TCRs. Task: Binary Classification. Given a T-cell receptor sequence (or CDR3 region) and an epitope sequence, predict whether binding occurs between them. The epitope is KAFSPEVIPMF. The TCR CDR3 sequence is CASSLWTDANTGELFF. Result: 0 (the TCR does not bind to the epitope).